Dataset: Forward reaction prediction with 1.9M reactions from USPTO patents (1976-2016). Task: Predict the product of the given reaction. (1) Given the reactants [CH3:1][O:2][C:3](=[O:15])[C:4]1[C:9]([N+:10]([O-:12])=[O:11])=[CH:8][CH:7]=[CH:6][C:5]=1[CH2:13]Br.[NH:16]1[CH2:21][CH2:20][O:19][CH2:18][CH2:17]1.C(=O)([O-])[O-].[K+].[K+].[I-].[K+], predict the reaction product. The product is: [CH3:1][O:2][C:3](=[O:15])[C:4]1[C:9]([N+:10]([O-:12])=[O:11])=[CH:8][CH:7]=[CH:6][C:5]=1[CH2:13][N:16]1[CH2:21][CH2:20][O:19][CH2:18][CH2:17]1. (2) Given the reactants [Br:1][C:2]1[CH:7]=[CH:6][C:5]([C@@H:8]([N:10]2[CH2:14][C:13]([CH2:21][C:22]3([CH3:25])[CH2:24][O:23]3)([C:15]3[CH:20]=[CH:19][CH:18]=[CH:17][CH:16]=3)[O:12][C:11]2=[O:26])[CH3:9])=[CH:4][CH:3]=1.[Li+].[B-](CC)(CC)CC.OO, predict the reaction product. The product is: [Br:1][C:2]1[CH:7]=[CH:6][C:5]([C@@H:8]([N:10]2[CH2:14][C:13]([CH2:21][C:22]([OH:23])([CH3:24])[CH3:25])([C:15]3[CH:20]=[CH:19][CH:18]=[CH:17][CH:16]=3)[O:12][C:11]2=[O:26])[CH3:9])=[CH:4][CH:3]=1. (3) The product is: [Br:11][C:12]1[CH:13]=[CH:14][C:15]([C@@H:18]([NH:20][CH2:26][CH2:25][CH2:24][C:23]([C:27]2[CH:28]=[CH:29][CH:30]=[CH:31][CH:32]=2)([OH:22])[CH2:33][C:34]([CH3:36])=[CH2:35])[CH3:19])=[CH:16][CH:17]=1. Given the reactants BrC1C=CC([C@@H](N)C)=CC=1.[Br:11][C:12]1[CH:17]=[CH:16][C:15]([C@@H:18]([N:20]2[CH2:26][CH2:25][CH2:24][C:23]([CH2:33][C:34]([CH3:36])=[CH2:35])([C:27]3[CH:32]=[CH:31][CH:30]=[CH:29][CH:28]=3)[O:22]C2=O)[CH3:19])=[CH:14][CH:13]=1.C([O-])([O-])=O.[K+].[K+], predict the reaction product. (4) Given the reactants [Cl:1][C:2]1[CH:3]=[CH:4][C:5]2[O:9][C:8]([C:10]([NH2:12])=[O:11])=[C:7]([NH:13][C:14](=O)[CH2:15]Cl)[C:6]=2[CH:18]=1.C(N(CC)CC)C.[OH:26][C@H:27]1[CH2:31][CH2:30][NH:29][CH2:28]1, predict the reaction product. The product is: [Cl:1][C:2]1[CH:3]=[CH:4][C:5]2[O:9][C:8]3[C:10](=[O:11])[NH:12][C:14]([CH2:15][N:29]4[CH2:30][CH2:31][C@H:27]([OH:26])[CH2:28]4)=[N:13][C:7]=3[C:6]=2[CH:18]=1. (5) Given the reactants Cl[CH2:2][C:3]1[NH:15][C:14](=[O:16])[CH:13]2[CH:5]([C:6]3[CH2:7][CH2:8][C:9]4[CH:20]=[CH:19][CH:18]=[CH:17][C:10]=4[C:11]=3[S:12]2)[N:4]=1.C(N(C(C)C)CC)(C)C.[NH2:30][C:31]1[CH:32]=[C:33]([OH:37])[CH:34]=[CH:35][CH:36]=1, predict the reaction product. The product is: [OH:37][C:33]1[CH:32]=[C:31]([NH:30][CH2:2][C:3]2[NH:15][C:14](=[O:16])[CH:13]3[CH:5]([C:6]4[CH2:7][CH2:8][C:9]5[CH:20]=[CH:19][CH:18]=[CH:17][C:10]=5[C:11]=4[S:12]3)[N:4]=2)[CH:36]=[CH:35][CH:34]=1. (6) Given the reactants C(OC(=O)N([C@H](C(=O)N[C@@H](C1CCCCC1)C(N1C[C@@H](N)C[C@H]1C(=O)NCC1C=CC=CC=1)=O)C)C)(C)(C)C.C1C2C(COC(=O)[NH:56][C@H:57]3[CH2:61][C@@H:60]([C:62](=[O:74])[NH:63][C@H:64]4[C:73]5[C:68](=[CH:69][CH:70]=[CH:71][CH:72]=5)[CH2:67][CH2:66][CH2:65]4)[N:59]([C:75](=[O:97])[C@@H:76]([NH:83][C:84](=[O:96])[C@@H:85]([N:87]([C:89]([O:91][C:92]([CH3:95])([CH3:94])[CH3:93])=[O:90])[CH3:88])[CH3:86])[CH:77]4[CH2:82][CH2:81][CH2:80][CH2:79][CH2:78]4)[CH2:58]3)C3C(=CC=CC=3)C=2C=CC=1, predict the reaction product. The product is: [C:92]([O:91][C:89](=[O:90])[N:87]([C@H:85]([C:84](=[O:96])[NH:83][C@@H:76]([CH:77]1[CH2:78][CH2:79][CH2:80][CH2:81][CH2:82]1)[C:75]([N:59]1[CH2:58][C@@H:57]([NH2:56])[CH2:61][C@H:60]1[C:62](=[O:74])[NH:63][C@H:64]1[C:73]2[C:68](=[CH:69][CH:70]=[CH:71][CH:72]=2)[CH2:67][CH2:66][CH2:65]1)=[O:97])[CH3:86])[CH3:88])([CH3:93])([CH3:94])[CH3:95]. (7) Given the reactants [F:1][C:2]1[CH:15]=[C:14]([N+:16]([O-:18])=[O:17])[CH:13]=[CH:12][C:3]=1[O:4][C:5]1[N:10]=[CH:9][N:8]=[C:7]([NH2:11])[CH:6]=1.C(N(CC)CC)C.Cl[C:27]([O:29][C:30]1[CH:35]=[CH:34][CH:33]=[CH:32][CH:31]=1)=[O:28].CCCCCC, predict the reaction product. The product is: [C:30]1([O:29][C:27](=[O:28])[NH:11][C:7]2[CH:6]=[C:5]([O:4][C:3]3[CH:12]=[CH:13][C:14]([N+:16]([O-:18])=[O:17])=[CH:15][C:2]=3[F:1])[N:10]=[CH:9][N:8]=2)[CH:35]=[CH:34][CH:33]=[CH:32][CH:31]=1. (8) The product is: [NH2:45][C@@H:17]([CH3:18])[CH2:16][N:13]1[CH:12]=[CH:11][C:10]([C:8]2[CH:7]=[C:6]([F:15])[C:3]([C:4]#[N:5])=[C:2]([Cl:1])[CH:9]=2)=[N:14]1. Given the reactants [Cl:1][C:2]1[CH:9]=[C:8]([C:10]2[NH:14][N:13]=[CH:12][CH:11]=2)[CH:7]=[C:6]([F:15])[C:3]=1[C:4]#[N:5].[CH2:16](O)[CH2:17][CH3:18].C1(P(C2C=CC=CC=2)C2C=CC=CC=2)C=CC=CC=1.CC(OC(/[N:45]=N/C(OC(C)C)=O)=O)C, predict the reaction product.